From a dataset of Forward reaction prediction with 1.9M reactions from USPTO patents (1976-2016). Predict the product of the given reaction. The product is: [NH:20]1[CH:24]=[C:23]([C:25]2([OH:28])[CH2:27][CH2:26]2)[N:22]=[CH:21]1. Given the reactants C([N:20]1[CH:24]=[C:23]([C:25]2([OH:28])[CH2:27][CH2:26]2)[N:22]=[CH:21]1)(C1C=CC=CC=1)(C1C=CC=CC=1)C1C=CC=CC=1, predict the reaction product.